The task is: Predict the reaction yield, written as a fraction of the theoretical maximum amount of product (1.0 means a 100% yield; for example, 0.34 means a 34% yield).. This data is from Reaction yield outcomes from USPTO patents with 853,638 reactions. (1) The reactants are [CH3:1][O:2][C:3]1[CH:4]=[CH:5][C:6]([NH:9][C:10]2[C:19]3[CH:18]=[CH:17][CH:16]=[C:15]([C:20]([OH:22])=O)[C:14]=3[CH:13]=[CH:12][N:11]=2)=[N:7][CH:8]=1.NC1C2C=CC=C(C([NH:36][C:37]3[CH:42]=[C:41]([NH:43][C:44]([NH:46][C:47]4[CH:52]=[CH:51][CH:50]=[C:49]([C:53]([F:56])([F:55])[F:54])[CH:48]=4)=[O:45])[CH:40]=[CH:39][C:38]=3[CH3:57])=O)C=2C=CN=1.NC1C=CC=CC=1. No catalyst specified. The product is [CH3:1][O:2][C:3]1[CH:4]=[CH:5][C:6]([NH:9][C:10]2[C:19]3[CH:18]=[CH:17][CH:16]=[C:15]([C:20]([NH:36][C:37]4[CH:42]=[C:41]([NH:43][C:44]([NH:46][C:47]5[CH:52]=[CH:51][CH:50]=[C:49]([C:53]([F:54])([F:55])[F:56])[CH:48]=5)=[O:45])[CH:40]=[CH:39][C:38]=4[CH3:57])=[O:22])[C:14]=3[CH:13]=[CH:12][N:11]=2)=[N:7][CH:8]=1. The yield is 0.650. (2) The reactants are C[O:2][C:3]1[C:4]([NH2:12])=[N:5][CH:6]=[C:7]([CH:9]([CH3:11])[CH3:10])[CH:8]=1.[Br:13][C:14]1[CH:15]=[C:16]([S:21](Cl)(=[O:23])=[O:22])[CH:17]=[N:18][C:19]=1[Cl:20].B(Br)(Br)Br.C(Cl)Cl. The catalyst is N1C=CC=CC=1. The product is [Br:13][C:14]1[CH:15]=[C:16]([S:21]([NH:12][C:4]2[C:3]([OH:2])=[CH:8][C:7]([CH:9]([CH3:11])[CH3:10])=[CH:6][N:5]=2)(=[O:23])=[O:22])[CH:17]=[N:18][C:19]=1[Cl:20]. The yield is 0.120. (3) The reactants are [Br:1][C:2]1[CH:3]=[CH:4][C:5]2[N:9]=[C:8]([C:10](Cl)(Cl)Cl)[N:7]([C:14]3[CH:19]=[CH:18][N:17]=[C:16]([NH2:20])[N:15]=3)[C:6]=2[CH:21]=1.[NH:22]1[CH2:26][CH2:25][CH2:24][CH2:23]1.C(=O)([O-])[O-:28].[Cs+].[Cs+]. The catalyst is CN(C)C=O. The product is [Br:1][C:2]1[CH:3]=[CH:4][C:5]2[N:9]=[C:8]([C:10]([N:22]3[CH2:26][CH2:25][CH2:24][CH2:23]3)=[O:28])[N:7]([C:14]3[CH:19]=[CH:18][N:17]=[C:16]([NH2:20])[N:15]=3)[C:6]=2[CH:21]=1. The yield is 0.510. (4) The reactants are [Si]([O:8][CH2:9][CH2:10][N:11]([CH:42]([CH3:44])[CH3:43])[C:12]([C:14]1[C:19]([O:20][CH2:21][C:22]2[CH:27]=[CH:26][CH:25]=[CH:24][CH:23]=2)=[C:18]([OH:28])[N:17]=[C:16]([CH2:29][C:30]2[CH:35]=[CH:34][CH:33]=[CH:32][C:31]=2[C:36]2[CH:41]=[CH:40][CH:39]=[CH:38][CH:37]=2)[N:15]=1)=[O:13])(C(C)(C)C)(C)C.OCCN(C)C(C1C(OCC2C=CC=CC=2)=C(O)N=C(CC2C=CC=CC=2C2C=CC=CC=2)N=1)=O. No catalyst specified. The product is [OH:8][CH2:9][CH2:10][N:11]([CH:42]([CH3:44])[CH3:43])[C:12]([C:14]1[C:19]([O:20][CH2:21][C:22]2[CH:27]=[CH:26][CH:25]=[CH:24][CH:23]=2)=[C:18]([OH:28])[N:17]=[C:16]([CH2:29][C:30]2[CH:35]=[CH:34][CH:33]=[CH:32][C:31]=2[C:36]2[CH:37]=[CH:38][CH:39]=[CH:40][CH:41]=2)[N:15]=1)=[O:13]. The yield is 0.470. (5) The reactants are [CH:1]([N:4]([CH:18]([CH3:20])[CH3:19])[C:5]([N:7]1[C:11]2[CH:12]=[C:13]([CH3:17])[C:14]([CH3:16])=[CH:15][C:10]=2[N:9]=[CH:8]1)=[O:6])([CH3:3])[CH3:2].[Li]CCCC.[C:26]([P:30]([C:32]([CH3:35])([CH3:34])[CH3:33])Cl)([CH3:29])([CH3:28])[CH3:27]. No catalyst specified. The product is [C:26]([P:30]([C:32]([CH3:35])([CH3:34])[CH3:33])[C:8]1[N:7]([C:5]([N:4]([CH:1]([CH3:3])[CH3:2])[CH:18]([CH3:20])[CH3:19])=[O:6])[C:11]2[CH:12]=[C:13]([CH3:17])[C:14]([CH3:16])=[CH:15][C:10]=2[N:9]=1)([CH3:29])([CH3:28])[CH3:27]. The yield is 0.480. (6) The reactants are Cl.[CH3:2][C@@H:3]1[CH2:8][CH2:7][NH:6][CH2:5][C@@H:4]1[C:9]1[N:13]2[C:14]3[CH:20]=[CH:19][NH:18][C:15]=3[N:16]=[CH:17][C:12]2=[CH:11][N:10]=1.C1COCC1.Cl[C:27]([O:29][C:30]1[CH:35]=[CH:34][CH:33]=[CH:32][CH:31]=1)=[O:28]. The catalyst is CC#N.CN(C1C=CN=CC=1)C.C(Cl)Cl. The product is [C:9]1([C@@H:4]2[C@H:3]([CH3:2])[CH2:8][CH2:7][N:6]([C:27]([O:29][C:30]3[CH:35]=[CH:34][CH:33]=[CH:32][CH:31]=3)=[O:28])[CH2:5]2)[N:13]2[C:14]3[CH:20]=[CH:19][NH:18][C:15]=3[N:16]=[CH:17][C:12]2=[CH:11][N:10]=1. The yield is 0.110. (7) The reactants are [Si:1]([O:8][C@@H:9]([C:25]1[CH:30]=[CH:29][CH:28]=[CH:27][C:26]=1[C:31]1[CH:36]=[CH:35][C:34]([Cl:37])=[CH:33][CH:32]=1)[CH:10]1[CH2:15][CH2:14][N:13]([C:16]2[CH:24]=[CH:23][C:19]([C:20]([OH:22])=O)=[CH:18][CH:17]=2)[CH2:12][CH2:11]1)([C:4]([CH3:7])([CH3:6])[CH3:5])([CH3:3])[CH3:2].[O:38]1[CH2:43][CH2:42][N:41]([CH2:44][CH2:45][C@@H:46]([NH:55][C:56]2[CH:61]=[CH:60][C:59]([S:62]([NH2:65])(=[O:64])=[O:63])=[CH:58][C:57]=2[S:66]([C:69]([F:72])([F:71])[F:70])(=[O:68])=[O:67])[CH2:47][S:48][C:49]2[CH:54]=[CH:53][CH:52]=[CH:51][CH:50]=2)[CH2:40][CH2:39]1. No catalyst specified. The product is [Si:1]([O:8][C@@H:9]([C:25]1[CH:30]=[CH:29][CH:28]=[CH:27][C:26]=1[C:31]1[CH:36]=[CH:35][C:34]([Cl:37])=[CH:33][CH:32]=1)[CH:10]1[CH2:11][CH2:12][N:13]([C:16]2[CH:17]=[CH:18][C:19]([C:20]([NH:65][S:62]([C:59]3[CH:60]=[CH:61][C:56]([NH:55][C@H:46]([CH2:45][CH2:44][N:41]4[CH2:42][CH2:43][O:38][CH2:39][CH2:40]4)[CH2:47][S:48][C:49]4[CH:54]=[CH:53][CH:52]=[CH:51][CH:50]=4)=[C:57]([S:66]([C:69]([F:71])([F:72])[F:70])(=[O:68])=[O:67])[CH:58]=3)(=[O:63])=[O:64])=[O:22])=[CH:23][CH:24]=2)[CH2:14][CH2:15]1)([C:4]([CH3:7])([CH3:6])[CH3:5])([CH3:3])[CH3:2]. The yield is 0.330.